The task is: Regression. Given two drug SMILES strings and cell line genomic features, predict the synergy score measuring deviation from expected non-interaction effect.. This data is from NCI-60 drug combinations with 297,098 pairs across 59 cell lines. (1) Drug 1: C1=NC2=C(N1)C(=S)N=C(N2)N. Drug 2: CC1=C(N=C(N=C1N)C(CC(=O)N)NCC(C(=O)N)N)C(=O)NC(C(C2=CN=CN2)OC3C(C(C(C(O3)CO)O)O)OC4C(C(C(C(O4)CO)O)OC(=O)N)O)C(=O)NC(C)C(C(C)C(=O)NC(C(C)O)C(=O)NCCC5=NC(=CS5)C6=NC(=CS6)C(=O)NCCC[S+](C)C)O. Cell line: NCI-H460. Synergy scores: CSS=49.8, Synergy_ZIP=-1.76, Synergy_Bliss=-1.87, Synergy_Loewe=0.213, Synergy_HSA=3.41. (2) Drug 1: CC1=C(C(=O)C2=C(C1=O)N3CC4C(C3(C2COC(=O)N)OC)N4)N. Drug 2: B(C(CC(C)C)NC(=O)C(CC1=CC=CC=C1)NC(=O)C2=NC=CN=C2)(O)O. Cell line: SK-MEL-5. Synergy scores: CSS=73.6, Synergy_ZIP=-4.80, Synergy_Bliss=-6.17, Synergy_Loewe=-4.52, Synergy_HSA=-1.41. (3) Drug 1: C1=NC2=C(N=C(N=C2N1C3C(C(C(O3)CO)O)F)Cl)N. Drug 2: CCC1(C2=C(COC1=O)C(=O)N3CC4=CC5=C(C=CC(=C5CN(C)C)O)N=C4C3=C2)O.Cl. Cell line: HL-60(TB). Synergy scores: CSS=89.5, Synergy_ZIP=0.0889, Synergy_Bliss=-0.896, Synergy_Loewe=-2.10, Synergy_HSA=-0.415. (4) Synergy scores: CSS=19.8, Synergy_ZIP=4.81, Synergy_Bliss=4.83, Synergy_Loewe=-36.6, Synergy_HSA=-2.65. Cell line: PC-3. Drug 2: CC=C1C(=O)NC(C(=O)OC2CC(=O)NC(C(=O)NC(CSSCCC=C2)C(=O)N1)C(C)C)C(C)C. Drug 1: CC(C)(C#N)C1=CC(=CC(=C1)CN2C=NC=N2)C(C)(C)C#N. (5) Drug 1: CC12CCC(CC1=CCC3C2CCC4(C3CC=C4C5=CN=CC=C5)C)O. Drug 2: C1=NC2=C(N=C(N=C2N1C3C(C(C(O3)CO)O)O)F)N. Cell line: KM12. Synergy scores: CSS=14.5, Synergy_ZIP=-4.84, Synergy_Bliss=-2.40, Synergy_Loewe=-13.2, Synergy_HSA=-4.04. (6) Synergy scores: CSS=10.2, Synergy_ZIP=-2.28, Synergy_Bliss=0.370, Synergy_Loewe=2.55, Synergy_HSA=1.08. Drug 2: C(CN)CNCCSP(=O)(O)O. Cell line: SNB-75. Drug 1: C1CN(CCN1C(=O)CCBr)C(=O)CCBr. (7) Drug 1: CC=C1C(=O)NC(C(=O)OC2CC(=O)NC(C(=O)NC(CSSCCC=C2)C(=O)N1)C(C)C)C(C)C. Drug 2: CC(C)(C#N)C1=CC(=CC(=C1)CN2C=NC=N2)C(C)(C)C#N. Cell line: SNB-19. Synergy scores: CSS=36.3, Synergy_ZIP=-0.936, Synergy_Bliss=-1.92, Synergy_Loewe=-43.5, Synergy_HSA=-1.48.